From a dataset of Forward reaction prediction with 1.9M reactions from USPTO patents (1976-2016). Predict the product of the given reaction. Given the reactants [CH3:1][O:2][CH2:3][C@@H:4]1[CH2:8][CH2:7][CH2:6][NH:5]1.Cl[C:10]1[C:11]([C:24]2[CH:29]=[CH:28][CH:27]=[CH:26][CH:25]=2)=[N:12][C:13]2[C:18]([N:19]=1)=[CH:17][C:16]([C:20]([O:22][CH3:23])=[O:21])=[CH:15][CH:14]=2.C(=O)([O-])[O-].[K+].[K+], predict the reaction product. The product is: [CH3:1][O:2][CH2:3][C@@H:4]1[CH2:8][CH2:7][CH2:6][N:5]1[C:10]1[C:11]([C:24]2[CH:29]=[CH:28][CH:27]=[CH:26][CH:25]=2)=[N:12][C:13]2[C:18]([N:19]=1)=[CH:17][C:16]([C:20]([O:22][CH3:23])=[O:21])=[CH:15][CH:14]=2.